This data is from Reaction yield outcomes from USPTO patents with 853,638 reactions. The task is: Predict the reaction yield, written as a fraction of the theoretical maximum amount of product (1.0 means a 100% yield; for example, 0.34 means a 34% yield). The reactants are C[O:2][C:3]([C:5]1[O:9][C:8]([C:10]2[CH:15]=[CH:14][CH:13]=[CH:12][C:11]=2[Cl:16])=[N:7][C:6]=1[CH2:17][N:18]1[C:26]2[C:21](=[CH:22][C:23]([C:27]([OH:36])([C:32]([F:35])([F:34])[F:33])[C:28]([F:31])([F:30])[F:29])=[CH:24][CH:25]=2)[CH:20]=[C:19]1[CH3:37])=O.[H-].[H-].[H-].[H-].[Li+].[Al+3].CCOCC.O. The catalyst is C1COCC1. The product is [Cl:16][C:11]1[CH:12]=[CH:13][CH:14]=[CH:15][C:10]=1[C:8]1[O:9][C:5]([CH2:3][OH:2])=[C:6]([CH2:17][N:18]2[C:26]3[C:21](=[CH:22][C:23]([C:27]([OH:36])([C:32]([F:34])([F:35])[F:33])[C:28]([F:30])([F:29])[F:31])=[CH:24][CH:25]=3)[CH:20]=[C:19]2[CH3:37])[N:7]=1. The yield is 0.950.